From a dataset of Full USPTO retrosynthesis dataset with 1.9M reactions from patents (1976-2016). Predict the reactants needed to synthesize the given product. (1) Given the product [C:2]([O:20][C:18](=[O:19])[N:17]([C:13]1[N:12]=[C:11]([N:28]2[C:31]([CH3:30])=[CH:32][C:33]([CH3:34])=[N:29]2)[N:10]=[C:9]2[C:14]=1[N:15]=[CH:16][N:8]2[CH2:1][C:2]1[CH:3]=[CH:4][CH:5]=[CH:6][CH:7]=1)[C:21]1[CH:22]=[CH:23][C:24]([F:27])=[CH:25][CH:26]=1)([CH3:7])([CH3:3])[CH3:1], predict the reactants needed to synthesize it. The reactants are: [CH2:1]([N:8]1[CH:16]=[N:15][C:14]2[C:9]1=[N:10][C:11]([NH:28][NH2:29])=[N:12][C:13]=2[N:17]([C:21]1[CH:26]=[CH:25][C:24]([F:27])=[CH:23][CH:22]=1)[C:18](=[O:20])[OH:19])[C:2]1[CH:7]=[CH:6][CH:5]=[CH:4][CH:3]=1.[CH3:30][C:31](=O)[CH2:32][C:33](=O)[CH3:34]. (2) Given the product [O:26]=[C:21]1[CH2:22][O:23][CH2:24][CH2:25][N:20]1[C:17]1[CH:16]=[CH:15][C:14]([NH:13][C:11](=[O:12])[N:10]([CH2:27][CH2:28][CH3:29])[NH2:9])=[CH:19][CH:18]=1, predict the reactants needed to synthesize it. The reactants are: Cl.C1(C(C2C=CC=CC=2)=[N:9][N:10]([CH2:27][CH2:28][CH3:29])[C:11]([NH:13][C:14]2[CH:19]=[CH:18][C:17]([N:20]3[CH2:25][CH2:24][O:23][CH2:22][C:21]3=[O:26])=[CH:16][CH:15]=2)=[O:12])C=CC=CC=1. (3) The reactants are: [CH2:1]([O:3][CH2:4][C:5](Cl)=O)[CH3:2].[Br:8][C:9]1[CH:18]=[C:17]2[C:12]([C:13]([NH:20][CH2:21][CH:22]3[CH2:26][O:25][C:24]([CH3:28])([CH3:27])[O:23]3)=[C:14]([NH2:19])[CH:15]=[N:16]2)=[CH:11][CH:10]=1. Given the product [Br:8][C:9]1[CH:10]=[CH:11][C:12]2[C:13]3[N:20]([CH2:21][CH:22]4[CH2:26][O:25][C:24]([CH3:28])([CH3:27])[O:23]4)[C:2]([CH2:1][O:3][CH2:4][CH3:5])=[N:19][C:14]=3[CH:15]=[N:16][C:17]=2[CH:18]=1, predict the reactants needed to synthesize it. (4) The reactants are: [Cl:1][C:2]1[CH:7]=[CH:6][C:5]([N:8]2[C:13](=[O:14])[C:12]3[C:15]([S:24]([CH3:27])(=[O:26])=[O:25])=[N:16][N:17]([C:18]4[CH:23]=[CH:22][CH:21]=[CH:20][CH:19]=4)[C:11]=3[N:10]=[C:9]2[C:28]2[CH:33]=[CH:32][C:31]([C:34]3[CH:39]=[CH:38][N:37]=[C:36]([NH:40]CC4C=CC(OC)=CC=4)[N:35]=3)=[CH:30][CH:29]=2)=[CH:4][CH:3]=1. Given the product [NH2:40][C:36]1[N:35]=[C:34]([C:31]2[CH:30]=[CH:29][C:28]([C:9]3[N:8]([C:5]4[CH:4]=[CH:3][C:2]([Cl:1])=[CH:7][CH:6]=4)[C:13](=[O:14])[C:12]4[C:15]([S:24]([CH3:27])(=[O:25])=[O:26])=[N:16][N:17]([C:18]5[CH:23]=[CH:22][CH:21]=[CH:20][CH:19]=5)[C:11]=4[N:10]=3)=[CH:33][CH:32]=2)[CH:39]=[CH:38][N:37]=1, predict the reactants needed to synthesize it. (5) The reactants are: [C:1]([O:5][C:6](=[O:36])[NH:7][C@@H:8]1[CH2:13][CH2:12][CH2:11][N:10]([C:14]2[CH:19]=[CH:18][C:17]([NH:20][C:21]3[C:30]4[C:25](=[CH:26][CH:27]=[C:28](Cl)[N:29]=4)[N:24]=[CH:23][C:22]=3[C:32](=[O:35])[CH2:33][CH3:34])=[CH:16][N:15]=2)[CH2:9]1)([CH3:4])([CH3:3])[CH3:2].[Cl:37][C:38]1[CH:43]=[C:42](B2OC(C)(C)C(C)(C)O2)[CH:41]=[C:40]([F:53])[C:39]=1[OH:54]. Given the product [C:1]([O:5][C:6](=[O:36])[NH:7][C@@H:8]1[CH2:13][CH2:12][CH2:11][N:10]([C:14]2[CH:19]=[CH:18][C:17]([NH:20][C:21]3[C:30]4[C:25](=[CH:26][CH:27]=[C:28]([C:42]5[CH:41]=[C:40]([F:53])[C:39]([OH:54])=[C:38]([Cl:37])[CH:43]=5)[N:29]=4)[N:24]=[CH:23][C:22]=3[C:32](=[O:35])[CH2:33][CH3:34])=[CH:16][N:15]=2)[CH2:9]1)([CH3:3])([CH3:2])[CH3:4], predict the reactants needed to synthesize it. (6) The reactants are: [NH2:1][C:2]1[C:3]([C:18]([NH:20][C:21]2[C:26]([N:27]3[CH2:32][CH2:31][CH:30]([NH:33]C(=O)OC(C)(C)C)[CH2:29][CH2:28]3)=[CH:25][CH:24]=[CH:23][N:22]=2)=[O:19])=[N:4][C:5]([C:8]2[C:13]([C:14]([F:17])([F:16])[F:15])=[CH:12][CH:11]=[CH:10][N:9]=2)=[CH:6][N:7]=1.FC(F)(F)C(O)=O. Given the product [NH2:1][C:2]1[C:3]([C:18]([NH:20][C:21]2[C:26]([N:27]3[CH2:28][CH2:29][CH:30]([NH2:33])[CH2:31][CH2:32]3)=[CH:25][CH:24]=[CH:23][N:22]=2)=[O:19])=[N:4][C:5]([C:8]2[C:13]([C:14]([F:16])([F:15])[F:17])=[CH:12][CH:11]=[CH:10][N:9]=2)=[CH:6][N:7]=1, predict the reactants needed to synthesize it. (7) Given the product [F:14][C:15]1[CH:24]=[CH:23][C:22]([CH2:25][N:7]2[CH2:6][C:5]3[CH:4]=[C:3]([O:2][CH3:1])[N:13]=[CH:12][C:11]=3[S:10][CH2:9][CH2:8]2)=[CH:21][C:16]=1[C:17]([O:19][CH3:20])=[O:18], predict the reactants needed to synthesize it. The reactants are: [CH3:1][O:2][C:3]1[N:13]=[CH:12][C:11]2[S:10][CH2:9][CH2:8][NH:7][CH2:6][C:5]=2[CH:4]=1.[F:14][C:15]1[CH:24]=[CH:23][C:22]([CH:25]=O)=[CH:21][C:16]=1[C:17]([O:19][CH3:20])=[O:18].C(O[BH-](OC(=O)C)OC(=O)C)(=O)C.[Na+]. (8) The reactants are: [NH2:1][C:2]1[N:3]=[CH:4][C:5]2[CH2:11][N:10]([C:12]3[C:13](=[O:19])[NH:14][CH:15]=[CH:16][C:17]=3[CH3:18])[CH2:9][CH2:8][C:6]=2[N:7]=1.I[C:21]1[CH:25]=[CH:24][N:23]([CH3:26])[N:22]=1.CNCCNC.P([O-])([O-])([O-])=O.[K+].[K+].[K+]. Given the product [NH2:1][C:2]1[N:3]=[CH:4][C:5]2[CH2:11][N:10]([CH:12]3[C:17]([CH3:18])=[CH:16][CH2:15][N:14]([C:21]4[CH:25]=[CH:24][N:23]([CH3:26])[N:22]=4)[C:13]3=[O:19])[CH2:9][CH2:8][C:6]=2[N:7]=1, predict the reactants needed to synthesize it.